Dataset: Full USPTO retrosynthesis dataset with 1.9M reactions from patents (1976-2016). Task: Predict the reactants needed to synthesize the given product. Given the product [CH3:1][O:2][C:3]1[CH:4]=[C:5](/[CH:6]=[CH:14]/[C:15]([OH:17])=[O:16])[CH:8]=[CH:9][C:10]=1[O:11][CH3:12], predict the reactants needed to synthesize it. The reactants are: [CH3:1][O:2][C:3]1[CH:4]=[C:5]([CH:8]=[CH:9][C:10]=1[O:11][CH3:12])[CH:6]=O.C(O)(=O)[CH2:14][C:15]([OH:17])=[O:16].Cl.